This data is from Catalyst prediction with 721,799 reactions and 888 catalyst types from USPTO. The task is: Predict which catalyst facilitates the given reaction. (1) Reactant: I[C:2]1[CH:3]=[C:4]([C:20]([NH:22][CH2:23][C:24]2[CH:29]=[CH:28][C:27]([S:30]([CH3:33])(=[O:32])=[O:31])=[CH:26][CH:25]=2)=[O:21])[C:5](=[O:19])[N:6]([C:9]2[CH:14]=[CH:13][CH:12]=[C:11]([C:15]([F:18])([F:17])[F:16])[CH:10]=2)[C:7]=1[CH3:8].C([Sn](CCCC)(CCCC)[C:39]1[N:44]=[CH:43][CH:42]=[CH:41][N:40]=1)CCC.C1(P(C2C=CC=CC=2)C2C=CC=CC=2)C=CC=CC=1. Product: [CH3:8][C:7]1[N:6]([C:9]2[CH:14]=[CH:13][CH:12]=[C:11]([C:15]([F:17])([F:18])[F:16])[CH:10]=2)[C:5](=[O:19])[C:4]([C:20]([NH:22][CH2:23][C:24]2[CH:25]=[CH:26][C:27]([S:30]([CH3:33])(=[O:32])=[O:31])=[CH:28][CH:29]=2)=[O:21])=[CH:3][C:2]=1[C:39]1[N:44]=[CH:43][CH:42]=[CH:41][N:40]=1. The catalyst class is: 101. (2) Reactant: [C:1]([O:5][C:6]([N:8]1[CH2:12][CH2:11][C@H:10]([NH:13][C:14]2[CH:19]=[CH:18][C:17]([N+:20]([O-:22])=[O:21])=[CH:16][CH:15]=2)[CH2:9]1)=[O:7])(C)(C)[CH3:2].FC(F)(F)C(O)=O.ClC(OCC)=O.C(N(CC)CC)C. Product: [CH2:1]([O:5][C:6]([N:8]1[CH2:12][CH2:11][C@H:10]([NH:13][C:14]2[CH:19]=[CH:18][C:17]([N+:20]([O-:22])=[O:21])=[CH:16][CH:15]=2)[CH2:9]1)=[O:7])[CH3:2]. The catalyst class is: 2. (3) Reactant: [I:1][C:2]1[CH:3]=[C:4]([CH:8]=[CH:9][CH:10]=1)[C:5]([OH:7])=O.[N:11]1[CH:16]=[CH:15][CH:14]=[CH:13][C:12]=1[C:17]1([NH2:20])[CH2:19][CH2:18]1.CCN=C=NCCCN(C)C.Cl.C1C=CC2N(O)N=NC=2C=1.CCN(C(C)C)C(C)C. Product: [I:1][C:2]1[CH:3]=[C:4]([CH:8]=[CH:9][CH:10]=1)[C:5]([NH:20][C:17]1([C:12]2[CH:13]=[CH:14][CH:15]=[CH:16][N:11]=2)[CH2:19][CH2:18]1)=[O:7]. The catalyst class is: 34. (4) Reactant: [CH3:1][C:2]([CH3:5])([O-])[CH3:3].[K+].[C:7]1([N:13]2[C:26]3[CH:25]=[CH:24][C:23]([CH:27]=O)=[CH:22][C:21]=3[S:20](=[O:30])(=[O:29])[C:19]3[C:14]2=[CH:15][CH:16]=[CH:17][CH:18]=3)[CH:12]=[CH:11][CH:10]=[CH:9][CH:8]=1.C(OP([CH2:39][C:40]1[CH:45]=[CH:44][C:43]([C:46]2[CH:51]=[CH:50][C:49]([CH2:52]P(OCC)(OCC)=O)=[CH:48][CH:47]=2)=[CH:42][CH:41]=1)(=O)OCC)C. Product: [C:7]1([N:13]2[C:26]3[CH:25]=[CH:3][C:2]([CH:5]=[CH:52][C:49]4[CH:48]=[CH:47][C:46]([C:43]5[CH:42]=[CH:41][C:40]([CH:39]=[CH:27][C:23]6[CH:24]=[CH:25][C:26]7[N:13]([C:7]8[CH:8]=[CH:9][CH:10]=[CH:11][CH:12]=8)[C:14]8[C:19]([S:20](=[O:30])(=[O:29])[C:21]=7[CH:22]=6)=[CH:18][CH:17]=[CH:16][CH:15]=8)=[CH:45][CH:44]=5)=[CH:51][CH:50]=4)=[CH:1][C:21]=3[S:20](=[O:30])(=[O:29])[C:19]3[C:14]2=[CH:15][CH:16]=[CH:17][CH:18]=3)[CH:8]=[CH:9][CH:10]=[CH:11][CH:12]=1. The catalyst class is: 549.